This data is from Forward reaction prediction with 1.9M reactions from USPTO patents (1976-2016). The task is: Predict the product of the given reaction. (1) Given the reactants [NH2:1][C:2]1[CH:10]=[C:9]([CH3:11])[CH:8]=[C:7]([CH3:12])[C:3]=1[C:4]([NH2:6])=[O:5].C([Si](C)(C)[O:18][CH2:19][CH2:20][O:21][C:22]1[C:29]([CH3:30])=[CH:28][C:25]([CH:26]=O)=[CH:24][C:23]=1[CH3:31])(C)(C)C.S([O-])(O)=O.[Na+].CCCC[N+](CCCC)(CCCC)CCCC.[F-], predict the reaction product. The product is: [OH:18][CH2:19][CH2:20][O:21][C:22]1[C:29]([CH3:30])=[CH:28][C:25]([C:26]2[NH:6][C:4](=[O:5])[C:3]3[C:2](=[CH:10][C:9]([CH3:11])=[CH:8][C:7]=3[CH3:12])[N:1]=2)=[CH:24][C:23]=1[CH3:31]. (2) Given the reactants [Br:1][C:2]([C:12]1[CH:17]=[CH:16][CH:15]=[CH:14][CH:13]=1)=[C:3]([NH:9][CH:10]=O)[C:4]([O:6][CH2:7][CH3:8])=[O:5].C(N(CC)CC)C.P(Cl)(Cl)(Cl)=O.C(=O)([O-])O.[Na+], predict the reaction product. The product is: [Br:1][C:2]([C:12]1[CH:13]=[CH:14][CH:15]=[CH:16][CH:17]=1)=[C:3]([N+:9]#[C-:10])[C:4]([O:6][CH2:7][CH3:8])=[O:5]. (3) The product is: [CH2:1]([O:3][C:4](=[O:40])[C:5]([CH3:39])([O:28][C:29]1[CH:30]=[CH:31][C:32]([C:35]([F:37])([F:38])[F:36])=[CH:33][CH:34]=1)[CH2:6][C:14]1[CH:19]=[CH:18][CH:17]=[C:16]([OH:20])[CH:15]=1)[CH3:2]. Given the reactants [CH2:1]([O:3][C:4](=[O:40])[C:5]([CH3:39])([O:28][C:29]1[CH:34]=[CH:33][C:32]([C:35]([F:38])([F:37])[F:36])=[CH:31][CH:30]=1)[CH:6]([C:14]1[CH:19]=[CH:18][CH:17]=[C:16]([O:20]CC2C=CC=CC=2)[CH:15]=1)OC(=O)C(F)(F)F)[CH3:2], predict the reaction product. (4) Given the reactants Br[CH2:2][C:3](OC(=O)CBr)=[O:4].ClC1C=CC(CN[C:17]([C:19]2[CH:20]=[N:21][C:22]3[C:27]([C:28]=2[OH:29])=[CH:26][C:25]([CH2:30][N:31]2[CH2:36][CH2:35][O:34][CH2:33][CH2:32]2)=[CH:24][C:23]=3[NH:37][CH3:38])=[O:18])=CC=1.[Cl:41][C:42]1[CH:49]=[CH:48][C:45]([CH2:46][NH2:47])=[CH:44][CH:43]=1, predict the reaction product. The product is: [Cl:41][C:42]1[CH:49]=[CH:48][C:45]([CH2:46][NH:47][C:17]([C:19]2[C:28](=[O:29])[C:27]3[C:22]4[N:21]([CH:20]=2)[CH2:2][C:3](=[O:4])[N:37]([CH3:38])[C:23]=4[CH:24]=[C:25]([CH2:30][N:31]2[CH2:36][CH2:35][O:34][CH2:33][CH2:32]2)[CH:26]=3)=[O:18])=[CH:44][CH:43]=1. (5) The product is: [C:1]([O:5][C:6]([N:8]1[C@H:9]([CH2:22][C:23]2[CH:28]=[CH:27][CH:26]=[CH:25][C:24]=2[F:29])[CH:10]([CH2:11][C:12]2[N:20]=[CH:19][CH:18]=[CH:17][C:13]=2[C:14]([OH:16])=[O:15])[O:21][C:41]1([CH3:43])[CH3:42])=[O:7])([CH3:4])([CH3:2])[CH3:3]. Given the reactants [C:1]([O:5][C:6]([NH:8][CH:9]([CH2:22][C:23]1[CH:28]=[CH:27][CH:26]=[CH:25][C:24]=1[F:29])[CH:10]([OH:21])[CH2:11][C:12]1[N:20]=[CH:19][CH:18]=[CH:17][C:13]=1[C:14]([OH:16])=[O:15])=[O:7])([CH3:4])([CH3:3])[CH3:2].B(F)(F)F.CCOCC.CO[C:41](OC)([CH3:43])[CH3:42], predict the reaction product. (6) Given the reactants C(N(CC)CC)C.[C:8]([C:12]1[CH:13]=[C:14]([NH:30][S:31]([CH3:34])(=[O:33])=[O:32])[C:15]([O:28][CH3:29])=[C:16]([NH:18][C:19](=[O:27])OC2C=CC=CC=2)[CH:17]=1)([CH3:11])([CH3:10])[CH3:9].[NH2:35][C:36]1[C:45]2[C:40](=[CH:41][CH:42]=[CH:43][CH:44]=2)[C:39]([O:46][C:47]2[CH:52]=[CH:51][N:50]=[C:49]([NH:53][C:54]3[CH:66]=[CH:65][C:57]([CH2:58][P:59]([CH3:64])(=[O:63])[O:60][CH2:61][CH3:62])=[C:56]([O:67][CH3:68])[CH:55]=3)[CH:48]=2)=[CH:38][CH:37]=1, predict the reaction product. The product is: [C:8]([C:12]1[CH:13]=[C:14]([NH:30][S:31]([CH3:34])(=[O:32])=[O:33])[C:15]([O:28][CH3:29])=[C:16]([NH:18][C:19](=[O:27])[NH:35][C:36]2[C:45]3[C:40](=[CH:41][CH:42]=[CH:43][CH:44]=3)[C:39]([O:46][C:47]3[CH:52]=[CH:51][N:50]=[C:49]([NH:53][C:54]4[CH:66]=[CH:65][C:57]([CH2:58][P:59]([CH3:64])(=[O:63])[O:60][CH2:61][CH3:62])=[C:56]([O:67][CH3:68])[CH:55]=4)[CH:48]=3)=[CH:38][CH:37]=2)[CH:17]=1)([CH3:11])([CH3:10])[CH3:9]. (7) Given the reactants [O:1]1[CH:10]([CH:11]2[CH2:16][CH:15]3[CH2:17][CH:12]2[CH:13]=[CH:14]3)[CH:2]1[C:3]([O:5][C:6]([CH3:9])([CH3:8])[CH3:7])=[O:4].[C:18]1(=[O:24])[O:23][C:21](=[O:22])[CH:20]=[CH:19]1, predict the reaction product. The product is: [O:1]1[CH:10]([CH:11]2[CH2:16][CH:15]3[CH2:17][CH:12]2[CH:13]=[CH:14]3)[CH:2]1[C:3]([O:5][C:6]([CH3:9])([CH3:7])[CH3:8])=[O:4].[C:21]1(=[O:22])[O:23][C:18](=[O:24])[CH:19]=[CH:20]1. (8) Given the reactants [CH3:1][O:2][C:3]1[CH:4]=[C:5]([CH:8]=[CH:9][CH:10]=1)[CH2:6]Cl.C([O-])([O-])=O.[K+].[K+].[F:17][C:18]1[CH:19]=[C:20]2[C:24](=[CH:25][CH:26]=1)[NH:23][C:22]([CH3:27])=[C:21]2[C:28]1[C:33]2[CH:34]=[CH:35][CH:36]=[CH:37][C:32]=2[S:31](=[O:39])(=[O:38])[NH:30][N:29]=1.Br[CH2:41][C:42]([O:44][C:45]([CH3:48])([CH3:47])[CH3:46])=[O:43], predict the reaction product. The product is: [C:45]([O:44][C:42](=[O:43])[CH2:41][N:23]1[C:24]2[C:20](=[CH:19][C:18]([F:17])=[CH:26][CH:25]=2)[C:21]([C:28]2[C:33]3[CH:34]=[CH:35][CH:36]=[CH:37][C:32]=3[S:31](=[O:38])(=[O:39])[N:30]([CH2:6][C:5]3[CH:8]=[CH:9][CH:10]=[C:3]([O:2][CH3:1])[CH:4]=3)[N:29]=2)=[C:22]1[CH3:27])([CH3:48])([CH3:47])[CH3:46].